This data is from Full USPTO retrosynthesis dataset with 1.9M reactions from patents (1976-2016). The task is: Predict the reactants needed to synthesize the given product. (1) Given the product [Br:18][C:15]1[CH:16]=[C:17]2[C:12](=[CH:13][CH:14]=1)[N:11]([S:19]([C:22]1[CH:27]=[CH:26][CH:25]=[CH:24][CH:23]=1)(=[O:21])=[O:20])[C:10]([C:28]([O:30][CH2:31][CH3:32])=[O:29])=[C:9]2[S:6]([NH:5][CH2:4][CH2:3][NH:2][S:40]([C:37]1[CH:38]=[CH:39][C:34]([Br:33])=[CH:35][CH:36]=1)(=[O:42])=[O:41])(=[O:8])=[O:7], predict the reactants needed to synthesize it. The reactants are: Cl.[NH2:2][CH2:3][CH2:4][NH:5][S:6]([C:9]1[C:17]2[C:12](=[CH:13][CH:14]=[C:15]([Br:18])[CH:16]=2)[N:11]([S:19]([C:22]2[CH:27]=[CH:26][CH:25]=[CH:24][CH:23]=2)(=[O:21])=[O:20])[C:10]=1[C:28]([O:30][CH2:31][CH3:32])=[O:29])(=[O:8])=[O:7].[Br:33][C:34]1[CH:39]=[CH:38][C:37]([S:40](Cl)(=[O:42])=[O:41])=[CH:36][CH:35]=1. (2) Given the product [Cl:1][C:2]1[CH:3]=[C:4]([C:12]2[O:16][N:15]=[C:14]([C:17]3[CH:18]=[CH:19][CH:20]=[C:21]4[C:25]=3[NH:24][CH:23]=[C:22]4[CH2:26][NH:27][C@H:28]([C:30]([OH:32])=[O:31])[CH3:29])[N:13]=2)[CH:5]=[CH:6][C:7]=1[O:8][CH:9]([CH3:10])[CH3:11], predict the reactants needed to synthesize it. The reactants are: [Cl:1][C:2]1[CH:3]=[C:4]([C:12]2[O:16][N:15]=[C:14]([C:17]3[CH:18]=[CH:19][CH:20]=[C:21]4[C:25]=3[NH:24][CH:23]=[C:22]4[CH2:26][NH:27][C@H:28]([C:30]([O:32]C)=[O:31])[CH3:29])[N:13]=2)[CH:5]=[CH:6][C:7]=1[O:8][CH:9]([CH3:11])[CH3:10].[OH-].[Na+].